From a dataset of Full USPTO retrosynthesis dataset with 1.9M reactions from patents (1976-2016). Predict the reactants needed to synthesize the given product. (1) The reactants are: Cl[C:2]1[O:3][C:4]2[CH:10]=[CH:9][CH:8]=[CH:7][C:5]=2[N:6]=1.[CH2:11]1[CH2:16][CH2:15][CH:14]([CH2:17][C@H:18]([NH2:22])[C:19]([OH:21])=O)[CH2:13][CH2:12]1.[F:23][C:24]1[CH:29]=[CH:28][C:27]([NH:30][CH2:31][CH2:32][NH2:33])=[CH:26][CH:25]=1. Given the product [O:3]1[C:4]2[CH:10]=[CH:9][CH:8]=[CH:7][C:5]=2[N:6]=[C:2]1[NH:22][C@@H:18]([CH2:17][CH:14]1[CH2:13][CH2:12][CH2:11][CH2:16][CH2:15]1)[C:19]([NH:33][CH2:32][CH2:31][NH:30][C:27]1[CH:28]=[CH:29][C:24]([F:23])=[CH:25][CH:26]=1)=[O:21], predict the reactants needed to synthesize it. (2) The reactants are: [O:1]=[C:2]1[NH:10][C:5]2=[N:6][CH:7]=[CH:8][CH:9]=[C:4]2[C@:3]21[CH2:24][C:13]1[CH:14]=[C:15]3[C:20](=[CH:21][C:12]=1[CH2:11]2)[N:19]=[C:18]([CH:22]=[O:23])[CH:17]=[CH:16]3.NC1C=C2C(=CC=1)C[C@]1(C3C(=NC=CC=3)NC1=O)C2. Given the product [O:1]=[C:2]1[NH:10][C:5]2=[N:6][CH:7]=[CH:8][CH:9]=[C:4]2[C@@:3]21[CH2:24][C:13]1[CH:14]=[C:15]3[C:20](=[CH:21][C:12]=1[CH2:11]2)[N:19]=[C:18]([CH:22]=[O:23])[CH:17]=[CH:16]3, predict the reactants needed to synthesize it. (3) Given the product [Br:1][C:2]1[CH:7]=[CH:6][N:5]=[C:4]([CH2:8][NH:9][C:17](=[O:19])[CH3:18])[CH:3]=1, predict the reactants needed to synthesize it. The reactants are: [Br:1][C:2]1[CH:7]=[CH:6][N:5]=[C:4]([CH2:8][NH2:9])[CH:3]=1.C(N(CC)CC)C.[C:17](OC(=O)C)(=[O:19])[CH3:18]. (4) Given the product [CH2:1]([O:3][C:4]([CH:6]1[CH2:11][N:10]([CH2:23][C:24]2[CH:29]=[CH:28][CH:27]=[CH:26][CH:25]=2)[C:9]2[CH:12]=[C:13]([Cl:16])[CH:14]=[CH:15][C:8]=2[O:7]1)=[O:5])[CH3:2], predict the reactants needed to synthesize it. The reactants are: [CH2:1]([O:3][C:4]([CH:6]1[CH2:11][NH:10][C:9]2[CH:12]=[C:13]([Cl:16])[CH:14]=[CH:15][C:8]=2[O:7]1)=[O:5])[CH3:2].C([O-])([O-])=O.[K+].[K+].[CH2:23](Br)[C:24]1[CH:29]=[CH:28][CH:27]=[CH:26][CH:25]=1. (5) Given the product [C:4]([O:34][C:32](=[O:33])[CH2:31][C:3]([C:4]1[CH:9]=[CH:8][CH:7]=[C:6]([C:10]2[CH:15]=[C:14]([NH:16][CH2:17][CH2:18][O:19][CH3:20])[N:13]=[CH:12][N:11]=2)[CH:5]=1)=[O:21])([CH3:9])([CH3:5])[CH3:3], predict the reactants needed to synthesize it. The reactants are: CO[C:3](=[O:21])[C:4]1[CH:9]=[CH:8][CH:7]=[C:6]([C:10]2[CH:15]=[C:14]([NH:16][CH2:17][CH2:18][O:19][CH3:20])[N:13]=[CH:12][N:11]=2)[CH:5]=1.ClC1N=CN=C(C2C=[C:31](C=CC=2)[C:32]([OH:34])=[O:33])C=1. (6) Given the product [C:13](=[C:1]1[CH2:2][CH:3]=[CH:4][C:5](=[C:7]=[O:8])[C:6]1=[C:37]=[O:38])=[O:14], predict the reactants needed to synthesize it. The reactants are: [C:1]1([C:13](Cl)=[O:14])[CH:6]=[C:5]([C:7](Cl)=[O:8])[CH:4]=[C:3](C(Cl)=O)[CH:2]=1.C1(N)C=CC=C(N)C=1.NC1C=CC=CC=1.O.CN1[C:37](=[O:38])CCC1. (7) Given the product [CH3:1][O:2][C:3](=[O:28])[C:4]1[CH:5]=[CH:6][C:7]([CH2:10][CH2:11][C:12]([C:14]2[CH:19]=[CH:18][C:17]([Cl:20])=[CH:16][C:15]=2[NH:21][C:22]2[CH:27]=[CH:26][CH:25]=[CH:24][CH:23]=2)=[O:13])=[CH:8][CH:9]=1, predict the reactants needed to synthesize it. The reactants are: [CH3:1][O:2][C:3](=[O:28])[C:4]1[CH:9]=[CH:8][C:7](/[CH:10]=[CH:11]/[C:12]([C:14]2[CH:19]=[CH:18][C:17]([Cl:20])=[CH:16][C:15]=2[NH:21][C:22]2[CH:27]=[CH:26][CH:25]=[CH:24][CH:23]=2)=[O:13])=[CH:6][CH:5]=1.